This data is from Reaction yield outcomes from USPTO patents with 853,638 reactions. The task is: Predict the reaction yield, written as a fraction of the theoretical maximum amount of product (1.0 means a 100% yield; for example, 0.34 means a 34% yield). (1) The reactants are C[O:2][C:3](=[O:21])[C:4]1[C:9]([F:10])=[C:8]([F:11])[C:7]([N:12]2[C:16]([CH3:17])=[CH:15][CH:14]=[C:13]2[CH3:18])=[C:6]([F:19])[C:5]=1[F:20].[OH-].[Na+]. The catalyst is C1COCC1. The product is [CH3:18][C:13]1[N:12]([C:7]2[C:8]([F:11])=[C:9]([F:10])[C:4]([C:3]([OH:21])=[O:2])=[C:5]([F:20])[C:6]=2[F:19])[C:16]([CH3:17])=[CH:15][CH:14]=1. The yield is 0.750. (2) The reactants are Cl.O1CCOCC1.C(OC([NH:15][CH2:16][C@H:17]([C:21]1[CH:26]=[CH:25][C:24]([Cl:27])=[CH:23][CH:22]=1)[C:18]([OH:20])=[O:19])=O)(C)(C)C.O1CCOCC1. The catalyst is C(Cl)Cl. The product is [ClH:27].[NH2:15][CH2:16][C@H:17]([C:21]1[CH:22]=[CH:23][C:24]([Cl:27])=[CH:25][CH:26]=1)[C:18]([OH:20])=[O:19]. The yield is 0.768. (3) The reactants are [OH:1][CH2:2][CH:3]1[CH:8]([CH3:9])[CH2:7][CH2:6][N:5]([C:10]([O:12][C:13]([CH3:16])([CH3:15])[CH3:14])=[O:11])[CH2:4]1.CC(OI1(OC(C)=O)(OC(C)=O)OC(=O)C2C=CC=CC1=2)=O. The catalyst is C(Cl)Cl. The product is [CH:2]([CH:3]1[CH:8]([CH3:9])[CH2:7][CH2:6][N:5]([C:10]([O:12][C:13]([CH3:14])([CH3:16])[CH3:15])=[O:11])[CH2:4]1)=[O:1]. The yield is 0.580. (4) The reactants are C([O:4][CH2:5][C@@H:6]1[C@@H:10]([O:11]C(=O)C)[C@@H:9]([O:15]C(=O)C)[C@H:8]([N:19]2[CH:27]=[N:26][C:25]3[C:20]2=[N:21][C:22]([I:29])=[N:23][C:24]=3Cl)[O:7]1)(=O)C.[NH3:30]. No catalyst specified. The product is [NH2:30][C:24]1[N:23]=[C:22]([I:29])[N:21]=[C:20]2[C:25]=1[N:26]=[CH:27][N:19]2[C@H:8]1[C@H:9]([OH:15])[C@H:10]([OH:11])[C@@H:6]([CH2:5][OH:4])[O:7]1. The yield is 0.800. (5) The catalyst is C(Cl)Cl. The reactants are [OH:1][C:2]1[C:3]([C:16]([NH:18][CH:19]([CH3:21])[CH3:20])=[O:17])=[CH:4][N:5]([CH2:9][C:10]2[CH:15]=[CH:14][CH:13]=[CH:12][CH:11]=2)[C:6](=[O:8])[CH:7]=1.OC1C([C:37]([OH:39])=[O:38])=CN(CC2C=CC=CC=2)C(=O)C=1.C(Cl)CCl.C1C=CC2N(O)N=NC=2C=1.C(N)(C)C.[CH3:58][N:59](C)[CH:60]=[O:61]. The yield is 0.320. The product is [OH:1][C:2]1[C:3]([C:16]([NH:18][CH:19]([CH3:21])[CH3:20])=[O:17])=[CH:4][N:5]([CH2:9][C:10]2[CH:11]=[CH:12][CH:13]=[CH:14][CH:15]=2)[C:6](=[O:8])[C:7]=1[C:60]([NH:59][CH2:58][C:37]([OH:39])=[O:38])=[O:61]. (6) The reactants are Cl[CH2:2][C:3]1[CH:28]=[CH:27][C:6]([O:7][CH2:8][C:9]2[N:10]=[C:11]([C:15]3[CH:20]=[CH:19][C:18]([CH2:21][C:22]([O:24][CH2:25][CH3:26])=[O:23])=[CH:17][CH:16]=3)[O:12][C:13]=2[CH3:14])=[C:5]([O:29][CH3:30])[CH:4]=1.[OH:31][C:32]1[C:36]([CH:37]=[O:38])=[CH:35][N:34]([C:39]2[CH:44]=[CH:43][CH:42]=[CH:41][CH:40]=2)[N:33]=1.C(=O)([O-])[O-].[K+].[K+].CN(C)C=O. The catalyst is O. The product is [CH:37]([C:36]1[C:32]([O:31][CH2:2][C:3]2[CH:28]=[CH:27][C:6]([O:7][CH2:8][C:9]3[N:10]=[C:11]([C:15]4[CH:20]=[CH:19][C:18]([CH2:21][C:22]([O:24][CH2:25][CH3:26])=[O:23])=[CH:17][CH:16]=4)[O:12][C:13]=3[CH3:14])=[C:5]([O:29][CH3:30])[CH:4]=2)=[N:33][N:34]([C:39]2[CH:44]=[CH:43][CH:42]=[CH:41][CH:40]=2)[CH:35]=1)=[O:38]. The yield is 0.860.